From a dataset of Full USPTO retrosynthesis dataset with 1.9M reactions from patents (1976-2016). Predict the reactants needed to synthesize the given product. (1) Given the product [CH:21]1([C:18]2[CH:19]=[CH:20][C:11]([NH:10][C:6]3[CH:5]=[C:4]4[C:9](=[CH:8][CH:7]=3)[N:1]([CH2:35][C:34]3[CH:37]=[CH:38][C:31]([I:30])=[CH:32][CH:33]=3)[CH:2]=[CH:3]4)=[C:12]([CH:17]=2)[C:13]([O:15][CH3:16])=[O:14])[CH2:23][CH2:22]1, predict the reactants needed to synthesize it. The reactants are: [NH:1]1[C:9]2[C:4](=[CH:5][C:6]([NH:10][C:11]3[CH:20]=[CH:19][C:18]([CH:21]4[CH2:23][CH2:22]4)=[CH:17][C:12]=3[C:13]([O:15][CH3:16])=[O:14])=[CH:7][CH:8]=2)[CH:3]=[CH:2]1.CC(C)([O-])C.[K+].[I:30][C:31]1[CH:38]=[CH:37][C:34]([CH2:35]Br)=[CH:33][CH:32]=1.C(OCC)(=O)C. (2) Given the product [CH:34]1([NH:37][CH2:1][C@H:3]2[CH2:8][CH2:7][C@H:6]([N:9]3[C:14]4[C:15]5[CH:21]=[CH:20][N:19]([CH2:22][O:23][CH2:24][CH2:25][Si:26]([CH3:29])([CH3:27])[CH3:28])[C:16]=5[N:17]=[CH:18][C:13]=4[C:12](=[O:30])[N:11]([CH2:31][C:32]#[N:33])[CH2:10]3)[CH2:5][CH2:4]2)[CH2:36][CH2:35]1, predict the reactants needed to synthesize it. The reactants are: [CH:1]([C@H:3]1[CH2:8][CH2:7][C@H:6]([N:9]2[C:14]3[C:15]4[CH:21]=[CH:20][N:19]([CH2:22][O:23][CH2:24][CH2:25][Si:26]([CH3:29])([CH3:28])[CH3:27])[C:16]=4[N:17]=[CH:18][C:13]=3[C:12](=[O:30])[N:11]([CH2:31][C:32]#[N:33])[CH2:10]2)[CH2:5][CH2:4]1)=O.[CH:34]1([NH2:37])[CH2:36][CH2:35]1.B.N1C=CC=CC=1C.Cl.